Dataset: Full USPTO retrosynthesis dataset with 1.9M reactions from patents (1976-2016). Task: Predict the reactants needed to synthesize the given product. (1) Given the product [CH3:15][N:16]1[CH2:21][CH2:20][CH2:19][CH2:18][C@H:17]1[CH2:22][CH2:23][C:24]1[CH:29]=[CH:28][CH:27]=[CH:26][C:25]=1[NH2:30], predict the reactants needed to synthesize it. The reactants are: C(O)(=O)[C@@]1(CC[C@H](C(O)=O)C1(C)C)C.[CH3:15][N:16]1[CH2:21][CH2:20][CH2:19][CH2:18][C@H:17]1[CH2:22][CH2:23][C:24]1[CH:29]=[CH:28][CH:27]=[CH:26][C:25]=1[NH2:30].C(OC(C)C)(=O)C.[OH-].[Na+]. (2) Given the product [CH3:1][O:2][C:3](=[O:13])[C:4]1[C:9]([CH3:10])=[CH:8][C:7]([F:11])=[CH:6][C:5]=1[C:20]#[N:21], predict the reactants needed to synthesize it. The reactants are: [CH3:1][O:2][C:3](=[O:13])[C:4]1[C:9]([CH3:10])=[CH:8][C:7]([F:11])=[CH:6][C:5]=1Br.C(=O)([O-])[O-].[Na+].[Na+].[CH3:20][N:21]1CCCC1=O. (3) Given the product [Br:19][C:20]1[CH:26]=[CH:25][C:23]([NH:24][C:2]2[C:11]3[C:6](=[CH:7][CH:8]=[CH:9][CH:10]=3)[C:5]([CH2:12][C:13]3[CH:18]=[CH:17][N:16]=[CH:15][CH:14]=3)=[N:4][N:3]=2)=[CH:22][CH:21]=1, predict the reactants needed to synthesize it. The reactants are: Cl[C:2]1[C:11]2[C:6](=[CH:7][CH:8]=[CH:9][CH:10]=2)[C:5]([CH2:12][C:13]2[CH:18]=[CH:17][N:16]=[CH:15][CH:14]=2)=[N:4][N:3]=1.[Br:19][C:20]1[CH:26]=[CH:25][C:23]([NH2:24])=[CH:22][CH:21]=1. (4) Given the product [Cl:58][C:46]1[CH:45]=[CH:44][C:43]([C:12]2[C:13]([C@@H:15]([NH:25][C:26](=[O:42])[CH2:27][N:28]3[C:32]4[C:33]([F:37])([F:38])[C@@H:34]5[CH2:36][C@@H:35]5[C:31]=4[C:30]([CH:39]([F:41])[F:40])=[N:29]3)[CH2:16][C:17]3[CH:18]=[C:19]([F:24])[CH:20]=[C:21]([F:23])[CH:22]=3)=[N:14][C:9]([C:8]#[C:7][C:6]([CH3:59])([C:63]3[N:62]([CH3:61])[CH:66]=[CH:65][N:64]=3)[CH3:60])=[CH:10][CH:11]=2)=[C:51]2[C:47]=1[C:48]([NH:53][S:54]([CH3:57])(=[O:55])=[O:56])=[N:49][N:50]2[CH3:52], predict the reactants needed to synthesize it. The reactants are: N1([C:6]([CH3:60])([CH3:59])[C:7]#[C:8][C:9]2[N:14]=[C:13]([C@@H:15]([NH:25][C:26](=[O:42])[CH2:27][N:28]3[C:32]4[C:33]([F:38])([F:37])[C@@H:34]5[CH2:36][C@@H:35]5[C:31]=4[C:30]([CH:39]([F:41])[F:40])=[N:29]3)[CH2:16][C:17]3[CH:22]=[C:21]([F:23])[CH:20]=[C:19]([F:24])[CH:18]=3)[C:12]([C:43]3[CH:44]=[CH:45][C:46]([Cl:58])=[C:47]4[C:51]=3[N:50]([CH3:52])[N:49]=[C:48]4[NH:53][S:54]([CH3:57])(=[O:56])=[O:55])=[CH:11][CH:10]=2)C=CN=C1.[CH3:61][N:62]1[CH:66]=[CH:65][N:64]=[C:63]1C(C)(C#C)C. (5) Given the product [OH:72][C@@:22]([CH3:71])([C:23](=[O:70])[C@@H:24]([NH:29][C:30](=[O:69])[C@@H:31]([NH:39][C:40](=[O:68])[C@@H:41]([NH:46][C:47](=[O:67])[C@@H:48]([NH:57][C:58](=[O:66])[CH2:59][N:60]1[CH2:65][CH2:64][O:63][CH2:62][CH2:61]1)[CH2:49][CH2:50][C:51]1[CH:52]=[CH:53][CH:54]=[CH:55][CH:56]=1)[CH2:42][CH:43]([CH3:45])[CH3:44])[CH2:32][C:33]1[CH:38]=[CH:37][CH:36]=[CH:35][CH:34]=1)[CH2:25][CH:26]([CH3:27])[CH3:28])[CH2:21][O:20][S:2]([CH2:5][CH2:6][CH2:7][CH2:8][CH2:9][C:10]([O:12][CH2:13][C:14]1[CH:15]=[CH:16][CH:17]=[CH:18][CH:19]=1)=[O:11])(=[O:4])=[O:3], predict the reactants needed to synthesize it. The reactants are: Cl[S:2]([CH2:5][CH2:6][CH2:7][CH2:8][CH2:9][C:10]([O:12][CH2:13][C:14]1[CH:19]=[CH:18][CH:17]=[CH:16][CH:15]=1)=[O:11])(=[O:4])=[O:3].[OH:20][CH2:21][C@:22]([OH:72])([CH3:71])[C:23](=[O:70])[C@@H:24]([NH:29][C:30](=[O:69])[C@@H:31]([NH:39][C:40](=[O:68])[C@@H:41]([NH:46][C:47](=[O:67])[C@@H:48]([NH:57][C:58](=[O:66])[CH2:59][N:60]1[CH2:65][CH2:64][O:63][CH2:62][CH2:61]1)[CH2:49][CH2:50][C:51]1[CH:56]=[CH:55][CH:54]=[CH:53][CH:52]=1)[CH2:42][CH:43]([CH3:45])[CH3:44])[CH2:32][C:33]1[CH:38]=[CH:37][CH:36]=[CH:35][CH:34]=1)[CH2:25][CH:26]([CH3:28])[CH3:27].N1C=CC=CC=1. (6) Given the product [C:24]1([C:16]2[C:15]([C:13]3[N:12]=[CH:11][N:10]([C:7]4[N:6]=[CH:5][C:4]([C:3]([N:31]5[CH2:36][CH2:35][S:34][CH2:33][CH2:32]5)=[O:2])=[CH:9][CH:8]=4)[CH:14]=3)=[C:19]([C:20]([F:22])([F:23])[F:21])[O:18][N:17]=2)[CH:25]=[CH:26][CH:27]=[CH:28][CH:29]=1, predict the reactants needed to synthesize it. The reactants are: C[O:2][C:3](=O)[C:4]1[CH:9]=[CH:8][C:7]([N:10]2[CH:14]=[C:13]([C:15]3[C:16]([C:24]4[CH:29]=[CH:28][CH:27]=[CH:26][CH:25]=4)=[N:17][O:18][C:19]=3[C:20]([F:23])([F:22])[F:21])[N:12]=[CH:11]2)=[N:6][CH:5]=1.[NH:31]1[CH2:36][CH2:35][S:34][CH2:33][CH2:32]1.